Predict which catalyst facilitates the given reaction. From a dataset of Catalyst prediction with 721,799 reactions and 888 catalyst types from USPTO. Reactant: [CH3:1][C:2]1[CH:6]=[C:5]([C:7]2([OH:17])[CH2:16][CH2:15][C:10]3(OCC[O:11]3)[CH2:9][CH2:8]2)[S:4][N:3]=1.Cl.C(=O)([O-])[O-].[K+].[K+].CCOC(C)=O. Product: [OH:17][C:7]1([C:5]2[S:4][N:3]=[C:2]([CH3:1])[CH:6]=2)[CH2:16][CH2:15][C:10](=[O:11])[CH2:9][CH2:8]1. The catalyst class is: 30.